From a dataset of Forward reaction prediction with 1.9M reactions from USPTO patents (1976-2016). Predict the product of the given reaction. (1) Given the reactants Cl.Cl.[CH:3]1([NH:6][C:7]([C:9]2[C:17]3[CH:16]=[C:15]([C:18]4[C:23]([Cl:24])=[CH:22][N:21]=[C:20]([NH:25][CH2:26][CH2:27][CH2:28][C:29]5([CH2:36][CH3:37])[CH2:34][CH2:33][N:32]([CH3:35])[CH2:31][CH2:30]5)[N:19]=4)[S:14][C:13]=3[CH:12]=[CH:11][CH:10]=2)=[O:8])CC1.Cl.Cl.CNC(C1C2C=C(C3C([Cl:59])=CN=C(NCCCC4(CC)CCNCC4)N=3)SC=2C=CC=1)=O, predict the reaction product. The product is: [ClH:24].[ClH:59].[CH3:3][NH:6][C:7]([C:9]1[C:17]2[CH:16]=[C:15]([C:18]3[C:23]([Cl:24])=[CH:22][N:21]=[C:20]([NH:25][CH2:26][CH2:27][CH2:28][C:29]4([CH2:36][CH3:37])[CH2:34][CH2:33][N:32]([CH3:35])[CH2:31][CH2:30]4)[N:19]=3)[S:14][C:13]=2[CH:12]=[CH:11][CH:10]=1)=[O:8]. (2) Given the reactants Cl.Cl.[O:3]1[C:8]2=[CH:9][CH:10]=[CH:11][C:7]2=[CH:6][C:5]([CH:12]2[CH2:17][CH2:16][CH2:15][CH2:14][N:13]2[CH2:18][CH2:19][C@H:20]2[CH2:25][CH2:24][C@H:23]([NH2:26])[CH2:22][CH2:21]2)=[CH:4]1.[F:27][C:28]([F:39])([F:38])[C:29]1[CH:37]=[CH:36][C:32]([C:33](O)=[O:34])=[CH:31][CH:30]=1, predict the reaction product. The product is: [O:3]1[C:8]2=[CH:9][CH:10]=[CH:11][C:7]2=[CH:6][C:5]([CH:12]2[CH2:17][CH2:16][CH2:15][CH2:14][N:13]2[CH2:18][CH2:19][C@H:20]2[CH2:21][CH2:22][C@H:23]([NH:26][C:33](=[O:34])[C:32]3[CH:36]=[CH:37][C:29]([C:28]([F:27])([F:38])[F:39])=[CH:30][CH:31]=3)[CH2:24][CH2:25]2)=[CH:4]1. (3) Given the reactants [NH2:1][N:2]1[C:7](=[O:8])[C:6]2[CH:9]=[C:10]([C:12]3[CH:17]=[CH:16][CH:15]=[CH:14][CH:13]=3)[S:11][C:5]=2[N:4]=[C:3]1[S:18][CH:19]([CH3:21])[CH3:20].[C:22]12([CH2:32][C:33](Cl)=[O:34])[CH2:31][CH:26]3[CH2:27][CH:28]([CH2:30][CH:24]([CH2:25]3)[CH2:23]1)[CH2:29]2, predict the reaction product. The product is: [C:22]12([CH2:32][C:33]([NH:1][N:2]3[C:7](=[O:8])[C:6]4[CH:9]=[C:10]([C:12]5[CH:17]=[CH:16][CH:15]=[CH:14][CH:13]=5)[S:11][C:5]=4[N:4]=[C:3]3[S:18][CH:19]([CH3:21])[CH3:20])=[O:34])[CH2:29][CH:28]3[CH2:27][CH:26]([CH2:25][CH:24]([CH2:30]3)[CH2:23]1)[CH2:31]2. (4) Given the reactants [Cl:1][C:2]1[CH:10]=[C:9]2[C:5]([CH:6]([C:12]3[CH:17]=[CH:16][CH:15]=[C:14]([O:18][CH3:19])[CH:13]=3)[C:7](=[O:11])[NH:8]2)=[CH:4][CH:3]=1.[Cl:20][C:21]1[CH:28]=[CH:27][C:24]([CH2:25]Br)=[CH:23][CH:22]=1.[I-].[K+].C(=O)([O-])[O-].[K+].[K+], predict the reaction product. The product is: [Cl:1][C:2]1[CH:10]=[C:9]2[C:5]([C:6]([CH2:25][C:24]3[CH:27]=[CH:28][C:21]([Cl:20])=[CH:22][CH:23]=3)([C:12]3[CH:17]=[CH:16][CH:15]=[C:14]([O:18][CH3:19])[CH:13]=3)[C:7](=[O:11])[NH:8]2)=[CH:4][CH:3]=1. (5) Given the reactants [CH3:1][C:2]([CH3:34])([CH3:33])[C:3](=[O:32])[CH2:4][O:5][C:6]1[CH:11]=[CH:10][C:9]([C:12]([C:17]2[O:18][C:19]3[CH:25]=[CH:24][C:23]([O:26][S:27]([CH3:30])(=[O:29])=[O:28])=[CH:22][C:20]=3[CH:21]=2)([CH2:15][CH3:16])[CH2:13][CH3:14])=[CH:8][C:7]=1[CH3:31].[BH4-].[Na+], predict the reaction product. The product is: [CH2:13]([C:12]([C:17]1[O:18][C:19]2[CH:25]=[CH:24][C:23]([O:26][S:27]([CH3:30])(=[O:29])=[O:28])=[CH:22][C:20]=2[CH:21]=1)([C:9]1[CH:10]=[CH:11][C:6]([O:5][CH2:4][CH:3]([OH:32])[C:2]([CH3:33])([CH3:34])[CH3:1])=[C:7]([CH3:31])[CH:8]=1)[CH2:15][CH3:16])[CH3:14]. (6) Given the reactants [C:1]([C:5]1[C:6]([OH:17])=[C:7]([C:11]([CH3:16])=[C:12]([C:14]#[N:15])[CH:13]=1)[C:8]([OH:10])=O)([CH3:4])([CH3:3])[CH3:2].[Cl:18][C:19]1[CH:25]=[C:24]([S:26]([C:29]([F:32])([F:31])[F:30])(=[O:28])=[O:27])[CH:23]=[CH:22][C:20]=1[NH2:21], predict the reaction product. The product is: [C:1]([C:5]1[C:6]([OH:17])=[C:7]([C:11]([CH3:16])=[C:12]([C:14]#[N:15])[CH:13]=1)[C:8]([NH:21][C:20]1[CH:22]=[CH:23][C:24]([S:26]([C:29]([F:32])([F:30])[F:31])(=[O:28])=[O:27])=[CH:25][C:19]=1[Cl:18])=[O:10])([CH3:2])([CH3:3])[CH3:4]. (7) Given the reactants Cl.[NH:2]1[CH2:6][CH2:5][C:4](=[O:7])[NH:3]1.CCN(C(C)C)C(C)C.[C:17](Cl)([O:19][CH2:20][C:21]1[CH:26]=[CH:25][CH:24]=[CH:23][CH:22]=1)=[O:18], predict the reaction product. The product is: [O:7]=[C:4]1[CH2:5][CH2:6][N:2]([C:17]([O:19][CH2:20][C:21]2[CH:26]=[CH:25][CH:24]=[CH:23][CH:22]=2)=[O:18])[NH:3]1. (8) The product is: [CH3:1][C:2]1[CH:7]=[C:6]([CH3:8])[N:5]=[C:4]([N:9]2[CH2:16][CH:15]3[CH2:14][N:13]([C:26]([C:25]4[C:24]([N:31]5[N:35]=[CH:34][CH:33]=[N:32]5)=[N:23][C:22]([CH3:21])=[CH:30][CH:29]=4)=[O:27])[CH2:12][CH:11]3[CH2:10]2)[N:3]=1. Given the reactants [CH3:1][C:2]1[CH:7]=[C:6]([CH3:8])[N:5]=[C:4]([N:9]2[CH2:16][CH:15]3[CH:11]([CH2:12][NH:13][CH2:14]3)[CH2:10]2)[N:3]=1.CC(O)=O.[CH3:21][C:22]1[CH:30]=[CH:29][C:25]([C:26](O)=[O:27])=[C:24]([N:31]2[N:35]=[CH:34][CH:33]=[N:32]2)[N:23]=1.CN(C(ON1N=NC2C=CC=NC1=2)=[N+](C)C)C.F[P-](F)(F)(F)(F)F.CCN(C(C)C)C(C)C, predict the reaction product. (9) Given the reactants Br[C:2](Br)=[CH:3][C:4]1[CH:9]=[CH:8][C:7]([O:10][CH2:11][CH2:12][CH2:13][CH2:14][CH2:15][CH2:16][CH2:17][CH2:18][CH2:19][CH2:20][CH2:21][CH3:22])=[C:6]([O:23][CH2:24][CH2:25][CH2:26][CH2:27][CH2:28][CH2:29][CH2:30][CH2:31][CH2:32][CH2:33][CH2:34][CH3:35])[CH:5]=1.[Li]CCCC, predict the reaction product. The product is: [CH2:11]([O:10][C:7]1[CH:8]=[CH:9][C:4]([C:3]#[CH:2])=[CH:5][C:6]=1[O:23][CH2:24][CH2:25][CH2:26][CH2:27][CH2:28][CH2:29][CH2:30][CH2:31][CH2:32][CH2:33][CH2:34][CH3:35])[CH2:12][CH2:13][CH2:14][CH2:15][CH2:16][CH2:17][CH2:18][CH2:19][CH2:20][CH2:21][CH3:22]. (10) The product is: [CH3:28][C:19]1[C:18]([C:5]2[N:6]=[CH:7][C:2]([NH2:1])=[N:3][CH:4]=2)=[CH:27][C:22]2[O:23][CH2:24][CH2:25][O:26][C:21]=2[CH:20]=1. Given the reactants [NH2:1][C:2]1[N:3]=[CH:4][C:5](B2OC(C)(C)C(C)(C)O2)=[N:6][CH:7]=1.Br[C:18]1[C:19]([CH3:28])=[CH:20][C:21]2[O:26][CH2:25][CH2:24][O:23][C:22]=2[CH:27]=1.C([O-])([O-])=O.[Na+].[Na+], predict the reaction product.